The task is: Predict the product of the given reaction.. This data is from Forward reaction prediction with 1.9M reactions from USPTO patents (1976-2016). (1) Given the reactants [F:1][C:2]([P:8]([C:12]([F:18])([F:17])[C:13]([F:16])([F:15])[F:14])(=[O:11])[O:9]C)([F:7])[C:3]([F:6])([F:5])[F:4].[CH2:19]([N:21]([CH2:24][CH3:25])[CH2:22][CH3:23])[CH3:20], predict the reaction product. The product is: [F:7][C:2]([P:8]([C:12]([F:17])([F:18])[C:13]([F:16])([F:15])[F:14])(=[O:9])[O-:11])([F:1])[C:3]([F:6])([F:5])[F:4].[CH2:19]([N+:21]([CH2:24][CH3:25])([CH2:22][CH3:23])[CH3:2])[CH3:20]. (2) Given the reactants N(C(OC(C)(C)C)=O)=NC(OC(C)(C)C)=O.[CH3:17][O:18][C:19](=[O:31])[CH2:20][C@H:21]1[C:25]2[CH:26]=[CH:27][C:28]([OH:30])=[CH:29][C:24]=2[O:23][CH2:22]1.[Br:32][C:33]1[C:41]([C:42]([F:45])([F:44])[F:43])=[CH:40][CH:39]=[C:38]2[C:34]=1[CH2:35][CH2:36][C@@H:37]2O.C(P(CCCC)CCCC)CCC, predict the reaction product. The product is: [CH3:17][O:18][C:19](=[O:31])[CH2:20][C@H:21]1[C:25]2[CH:26]=[CH:27][C:28]([O:30][C@H:37]3[C:38]4[C:34](=[C:33]([Br:32])[C:41]([C:42]([F:43])([F:44])[F:45])=[CH:40][CH:39]=4)[CH2:35][CH2:36]3)=[CH:29][C:24]=2[O:23][CH2:22]1. (3) The product is: [CH2:12]([OH:13])[C@H:10]([C@H:8]([C@@H:6]([C@@H:4]([CH2:3][OH:14])[OH:5])[OH:7])[OH:9])[OH:11].[OH:14][CH2:3][C:4]([C@H:6]([C@@H:8]([C@@H:10]([CH2:12][OH:13])[OH:11])[OH:9])[OH:7])=[O:5]. Given the reactants [OH-].[Na+].[CH2:3]([OH:14])[C@H:4]([C@H:6]([C@@H:8]([C@@H:10]([CH2:12][OH:13])[OH:11])[OH:9])[OH:7])[OH:5], predict the reaction product. (4) Given the reactants [NH2:1][C:2]1[CH:14]=[CH:13][C:5]([O:6][CH2:7][C:8]([O:10][CH2:11][CH3:12])=[O:9])=[CH:4][CH:3]=1.Cl[C:16]1[N:21]=[C:20]([NH:22][C:23]2[CH:24]=[C:25]([NH:29][C:30](=[O:33])[CH:31]=[CH2:32])[CH:26]=[CH:27][CH:28]=2)[C:19]([F:34])=[CH:18][N:17]=1, predict the reaction product. The product is: [C:30]([NH:29][C:25]1[CH:24]=[C:23]([NH:22][C:20]2[C:19]([F:34])=[CH:18][N:17]=[C:16]([NH:1][C:2]3[CH:3]=[CH:4][C:5]([O:6][CH2:7][C:8]([O:10][CH2:11][CH3:12])=[O:9])=[CH:13][CH:14]=3)[N:21]=2)[CH:28]=[CH:27][CH:26]=1)(=[O:33])[CH:31]=[CH2:32]. (5) Given the reactants O=[C:2]([CH2:7][CH3:8])[C:3](OC)=[O:4].[F:9][C:10]1[CH:29]=[CH:28][CH:27]=[CH:26][C:11]=1[CH2:12][N:13]1[C:17]2=[N:18][CH:19]=N[CH:21]=[C:16]2[C:15]([C:22](=[NH:25])[NH:23][NH2:24])=[N:14]1.[CH2:30](O)C, predict the reaction product. The product is: [CH2:7]([C:2]1[N:24]=[N:23][C:22]([C:15]2[C:16]3[C:17](=[N:18][CH:19]=[CH:30][CH:21]=3)[N:13]([CH2:12][C:11]3[CH:26]=[CH:27][CH:28]=[CH:29][C:10]=3[F:9])[N:14]=2)=[N:25][C:3]=1[OH:4])[CH3:8].